From a dataset of Reaction yield outcomes from USPTO patents with 853,638 reactions. Predict the reaction yield, written as a fraction of the theoretical maximum amount of product (1.0 means a 100% yield; for example, 0.34 means a 34% yield). (1) The reactants are Br[C:2]1[S:3][C:4]2[CH2:5][C:6]3[C:12]([C:13]4[CH:18]=[CH:17][C:16]([N:19]5[CH2:24][CH2:23][N:22]([CH3:25])[CH2:21][CH2:20]5)=[CH:15][CH:14]=4)=[N:11][N:10]([CH2:26][O:27][CH2:28][CH2:29][Si:30]([CH3:33])([CH3:32])[CH3:31])[C:7]=3[C:8]=2[CH:9]=1.CC1(C)C(C)(C)OB([C:42]2[CH:43]=[N:44][CH:45]=[CH:46][CH:47]=2)O1.C([O-])([O-])=O.[Na+].[Na+]. The catalyst is C1(C)C=CC=CC=1.C(O)C.Cl[Pd](Cl)([P](C1C=CC=CC=1)(C1C=CC=CC=1)C1C=CC=CC=1)[P](C1C=CC=CC=1)(C1C=CC=CC=1)C1C=CC=CC=1. The product is [CH3:25][N:22]1[CH2:21][CH2:20][N:19]([C:16]2[CH:17]=[CH:18][C:13]([C:12]3[C:6]4[CH2:5][C:4]5[S:3][C:2]([C:42]6[CH:43]=[N:44][CH:45]=[CH:46][CH:47]=6)=[CH:9][C:8]=5[C:7]=4[N:10]([CH2:26][O:27][CH2:28][CH2:29][Si:30]([CH3:33])([CH3:31])[CH3:32])[N:11]=3)=[CH:14][CH:15]=2)[CH2:24][CH2:23]1. The yield is 0.670. (2) The reactants are [Br:1][C:2]1[CH:7]=[CH:6][C:5]([C:8]2[N:12]=[CH:11][NH:10][N:9]=2)=[C:4]([F:13])[C:3]=1[CH3:14].[O:15]1[CH:20]=[CH:19][CH2:18][CH2:17][CH2:16]1. The catalyst is O1CCCC1.C(OCC)(=O)C.CS(O)(=O)=O. The product is [Br:1][C:2]1[CH:7]=[CH:6][C:5]([C:8]2[N:12]([CH:16]3[CH2:17][CH2:18][CH2:19][CH2:20][O:15]3)[CH:11]=[N:10][N:9]=2)=[C:4]([F:13])[C:3]=1[CH3:14]. The yield is 0.950. (3) The reactants are [Cl:1][C:2]1[N:3]=[N:4][C:5](Cl)=[CH:6][C:7]=1[CH:8]1[CH2:11][CH2:10][CH2:9]1.[C:13]([NH:21][NH2:22])(=O)[C:14]1[CH:19]=[CH:18][CH:17]=[CH:16][CH:15]=1.Cl.C(N(CC)CC)C. The catalyst is CC1C=CC(C)=CC=1. The product is [Cl:1][C:2]1[C:7]([CH:8]2[CH2:11][CH2:10][CH2:9]2)=[CH:6][C:5]2[N:4]([C:13]([C:14]3[CH:19]=[CH:18][CH:17]=[CH:16][CH:15]=3)=[N:21][N:22]=2)[N:3]=1. The yield is 0.340. (4) The reactants are [NH2:1][C:2]1[CH:9]=[C:8]([N+:10]([O-:12])=[O:11])[CH:7]=[CH:6][C:3]=1[CH2:4][NH2:5].CCN(CC)CC.[Cl:20][CH2:21][CH2:22][N:23]([CH2:28][CH2:29][Cl:30])[P:24](Cl)(Cl)=[O:25]. The catalyst is CCOC(C)=O. The product is [N+:10]([C:8]1[CH:7]=[CH:6][C:3]2[CH2:4][NH:5][P:24](=[O:25])([N:23]([CH2:28][CH2:29][Cl:30])[CH2:22][CH2:21][Cl:20])[NH:1][C:2]=2[CH:9]=1)([O-:12])=[O:11]. The yield is 0.346. (5) The reactants are O[C:2]12[NH:10][N:9]=[C:8]([C:11]([F:14])([F:13])[F:12])[CH:7]1[CH2:6][CH2:5][N:4]([C:15]([O:17][C:18]([CH3:21])([CH3:20])[CH3:19])=[O:16])[CH2:3]2.[S:22]1[C:26]2[CH2:27][CH2:28][CH2:29][CH2:30][C:25]=2[C:24]([C:31]([NH2:33])=[O:32])=[CH:23]1.[C:34](=O)([O-])[O-].[K+].[K+].O.C[N:42]([CH:44]=[O:45])C. The yield is 0.170. The product is [C:31]([C:24]1[C:25]2[CH2:30][CH2:29][CH2:28][CH2:27][C:26]=2[S:22][C:23]=1[NH:42][C:44](=[O:45])[CH2:34][N:10]1[C:2]2[CH2:3][N:4]([C:15]([O:17][C:18]([CH3:21])([CH3:20])[CH3:19])=[O:16])[CH2:5][CH2:6][C:7]=2[C:8]([C:11]([F:14])([F:13])[F:12])=[N:9]1)(=[O:32])[NH2:33]. No catalyst specified. (6) The reactants are Br[C:2]1[CH:3]=[C:4]([N:11]2[CH2:16][CH2:15][N:14]([CH3:17])[CH2:13][CH2:12]2)[CH:5]=[CH:6][C:7]=1[N+:8]([O-:10])=[O:9].C([O-])([O-])=O.[K+].[K+].CC1(C)C(C)(C)OB([C:32]2[CH2:33][CH2:34][O:35][CH2:36][CH:37]=2)O1. The catalyst is O1CCOCC1. The product is [O:35]1[CH2:34][CH:33]=[C:32]([C:2]2[CH:3]=[C:4]([N:11]3[CH2:16][CH2:15][N:14]([CH3:17])[CH2:13][CH2:12]3)[CH:5]=[CH:6][C:7]=2[N+:8]([O-:10])=[O:9])[CH2:37][CH2:36]1. The yield is 0.360. (7) The product is [F:67][C:66]([F:69])([F:68])[C:64]([OH:70])=[O:65].[CH3:1][N:2]([CH3:18])[C:3]1[N:8]=[C:7]([NH:9][C@@H:10]2[CH2:15][CH2:14][C@H:13]([NH:16][C:25](=[O:26])[C:24]3[CH:28]=[CH:29][C:30]([O:31][CH2:32][CH3:33])=[C:22]([O:21][CH2:19][CH3:20])[CH:23]=3)[CH2:12][CH2:11]2)[CH:6]=[C:5]([CH3:17])[N:4]=1. The catalyst is CN(C=O)C.CS(C)=O. The reactants are [CH3:1][N:2]([CH3:18])[C:3]1[N:8]=[C:7]([NH:9][C@@H:10]2[CH2:15][CH2:14][C@H:13]([NH2:16])[CH2:12][CH2:11]2)[CH:6]=[C:5]([CH3:17])[N:4]=1.[CH2:19]([O:21][C:22]1[CH:23]=[C:24]([CH:28]=[CH:29][C:30]=1[O:31][CH2:32][CH3:33])[C:25](O)=[O:26])[CH3:20].N1C=CC=CC=1.CN(C(ON1N=NC2C=CC=NC1=2)=[N+](C)C)C.F[P-](F)(F)(F)(F)F.[C:64]([OH:70])([C:66]([F:69])([F:68])[F:67])=[O:65]. The yield is 0.260. (8) The reactants are [Br:1][C:2]1[CH:3]=[C:4]([CH:8]([N:12]2[CH:16]=[C:15]([C:17]3[C:18]4[CH:25]=[CH:24][N:23](COCC[Si](C)(C)C)[C:19]=4[N:20]=[CH:21][N:22]=3)[CH:14]=[N:13]2)[CH2:9][C:10]#[N:11])[CH:5]=[N:6][CH:7]=1.C(Cl)Cl.C(O)(C(F)(F)F)=O.CO.C(N)CN. No catalyst specified. The product is [Br:1][C:2]1[CH:3]=[C:4]([CH:8]([N:12]2[CH:16]=[C:15]([C:17]3[C:18]4[CH:25]=[CH:24][NH:23][C:19]=4[N:20]=[CH:21][N:22]=3)[CH:14]=[N:13]2)[CH2:9][C:10]#[N:11])[CH:5]=[N:6][CH:7]=1. The yield is 0.714.